From a dataset of Forward reaction prediction with 1.9M reactions from USPTO patents (1976-2016). Predict the product of the given reaction. Given the reactants [CH2:1]([N:8]1[CH2:13][CH:12]([CH3:14])[CH:11]2[O:15][C:16]([CH3:19])([CH3:18])[O:17][CH:10]2[CH2:9]1)[C:2]1C=CC=C[CH:3]=1.C1[O:23][C@@H]1C.C(N(CC)CC)C, predict the reaction product. The product is: [CH3:18][C:16]1([CH3:19])[O:17][CH:10]2[CH2:9][N:8]([CH2:1][CH:2]([OH:23])[CH3:3])[CH2:13][CH:12]([CH3:14])[CH:11]2[O:15]1.